Dataset: Peptide-MHC class I binding affinity with 185,985 pairs from IEDB/IMGT. Task: Regression. Given a peptide amino acid sequence and an MHC pseudo amino acid sequence, predict their binding affinity value. This is MHC class I binding data. (1) The peptide sequence is LSDLCNFLV. The MHC is HLA-A68:02 with pseudo-sequence HLA-A68:02. The binding affinity (normalized) is 0.0847. (2) The peptide sequence is TVHKLTQDEK. The MHC is HLA-A33:01 with pseudo-sequence HLA-A33:01. The binding affinity (normalized) is 0. (3) The peptide sequence is WLRAKRKPAM. The MHC is HLA-A02:01 with pseudo-sequence HLA-A02:01. The binding affinity (normalized) is 0.0737. (4) The MHC is HLA-A11:01 with pseudo-sequence HLA-A11:01. The binding affinity (normalized) is 0. The peptide sequence is HPNIEEVAL.